Dataset: Full USPTO retrosynthesis dataset with 1.9M reactions from patents (1976-2016). Task: Predict the reactants needed to synthesize the given product. (1) Given the product [I:1][CH2:28][CH2:29][C:30]1[N:35]=[C:34]([NH:36][C:37](=[O:43])[O:38][C:39]([CH3:42])([CH3:41])[CH3:40])[CH:33]=[CH:32][CH:31]=1, predict the reactants needed to synthesize it. The reactants are: [I:1]I.C1C=CC(P(C2C=CC=CC=2)C2C=CC=CC=2)=CC=1.N1C=CN=C1.O[CH2:28][CH2:29][C:30]1[N:35]=[C:34]([NH:36][C:37](=[O:43])[O:38][C:39]([CH3:42])([CH3:41])[CH3:40])[CH:33]=[CH:32][CH:31]=1. (2) Given the product [N+:8]([C:7]1[C:2]([NH:11][C:12]2[CH:17]=[CH:16][CH:15]=[CH:14][CH:13]=2)=[N:3][CH:4]=[CH:5][CH:6]=1)([O-:10])=[O:9], predict the reactants needed to synthesize it. The reactants are: Cl[C:2]1[C:7]([N+:8]([O-:10])=[O:9])=[CH:6][CH:5]=[CH:4][N:3]=1.[NH2:11][C:12]1[CH:17]=[CH:16][CH:15]=[CH:14][CH:13]=1.C(N(CC)CC)C. (3) Given the product [S:1]1[C:5]2[CH:6]=[CH:7][CH:8]=[CH:9][C:4]=2[N:3]=[C:2]1[C:10]1[C:11]([Cl:33])=[N:12][C:13]([CH:17]2[CH2:22][CH2:21][N:20]([C:23]([O:25][C:26]([CH3:29])([CH3:28])[CH3:27])=[O:24])[CH2:19][CH2:18]2)=[N:14][C:15]=1[OH:16], predict the reactants needed to synthesize it. The reactants are: [S:1]1[C:5]2[CH:6]=[CH:7][CH:8]=[CH:9][C:4]=2[N:3]=[C:2]1[C:10]1[C:11](O)=[N:12][C:13]([CH:17]2[CH2:22][CH2:21][N:20]([C:23]([O:25][C:26]([CH3:29])([CH3:28])[CH3:27])=[O:24])[CH2:19][CH2:18]2)=[N:14][C:15]=1[OH:16].P(Cl)(Cl)([Cl:33])=O.C(N(CC)C(C)C)(C)C.